This data is from Forward reaction prediction with 1.9M reactions from USPTO patents (1976-2016). The task is: Predict the product of the given reaction. Given the reactants N(C(OCC)=O)=NC(OCC)=O.OC1C=C([O:20][S:21]([C:24]2[CH:29]=[CH:28][CH:27]=[CH:26][C:25]=2[Cl:30])(=[O:23])=[O:22])C=CC=1.C(C1C=C(C=CC=1)CO)#N.C1(P(C2C=CC=CC=2)C2C=CC=CC=2)C=CC=CC=1, predict the reaction product. The product is: [Cl:30][C:25]1[CH:26]=[CH:27][CH:28]=[CH:29][C:24]=1[S:21]([OH:23])(=[O:22])=[O:20].